From a dataset of Catalyst prediction with 721,799 reactions and 888 catalyst types from USPTO. Predict which catalyst facilitates the given reaction. (1) Reactant: O=[C:2]([CH3:15])[CH2:3][C:4]1[O:9][C:8](=[O:10])[C:7]2[CH:11]=[CH:12][CH:13]=[CH:14][C:6]=2[N:5]=1.Cl.[NH:17]([C:19]1[CH:24]=[CH:23][N:22]=[CH:21][CH:20]=1)[NH2:18].C([O-])(=O)C.[Na+]. Product: [CH3:15][C:2]1[CH:3]=[C:4]([NH:5][C:6]2[CH:14]=[CH:13][CH:12]=[CH:11][C:7]=2[C:8]([OH:9])=[O:10])[N:17]([C:19]2[CH:24]=[CH:23][N:22]=[CH:21][CH:20]=2)[N:18]=1. The catalyst class is: 8. (2) Reactant: [NH:1]1[CH2:5][CH2:4][CH2:3][C@H:2]1[CH2:6][OH:7].C(N(CC)CC)C.[C:15]1([CH2:21][S:22](Cl)(=[O:24])=[O:23])[CH:20]=[CH:19][CH:18]=[CH:17][CH:16]=1. Product: [C:15]1([CH2:21][S:22]([N:1]2[CH2:5][CH2:4][CH2:3][C@H:2]2[CH2:6][OH:7])(=[O:24])=[O:23])[CH:20]=[CH:19][CH:18]=[CH:17][CH:16]=1. The catalyst class is: 34. (3) Reactant: [Br:1][C:2]1[CH:7]=[CH:6][C:5]([NH:8][C:9]2[C:10]([C:17]([OH:19])=O)=[CH:11][N:12]([CH3:16])[C:13](=[O:15])[CH:14]=2)=[C:4]([CH3:20])[CH:3]=1.CCN(C(C)C)C(C)C.C1CN([P+](ON2N=NC3C=CC=CC2=3)(N2CCCC2)N2CCCC2)CC1.F[P-](F)(F)(F)(F)F.CC1(C)[O:68][C@H:67]([CH2:69][O:70][NH2:71])[CH2:66][O:65]1. Product: [Br:1][C:2]1[CH:7]=[CH:6][C:5]([NH:8][C:9]2[C:10]([C:17]([NH:71][O:70][CH2:69][C@@H:67]([OH:68])[CH2:66][OH:65])=[O:19])=[CH:11][N:12]([CH3:16])[C:13](=[O:15])[CH:14]=2)=[C:4]([CH3:20])[CH:3]=1. The catalyst class is: 3. (4) Product: [F:33][C:30]1[CH:29]=[CH:28][C:27]([CH:22]([NH:21][C:2]2[CH:11]=[CH:10][C:5]([C:6]([O:8][CH3:9])=[O:7])=[CH:4][C:3]=2[N+:12]([O-:14])=[O:13])[C:23]([O:25][CH3:26])=[O:24])=[CH:32][CH:31]=1. Reactant: F[C:2]1[CH:11]=[CH:10][C:5]([C:6]([O:8][CH3:9])=[O:7])=[CH:4][C:3]=1[N+:12]([O-:14])=[O:13].CN(C)C=O.Cl.[NH2:21][CH:22]([C:27]1[CH:32]=[CH:31][C:30]([F:33])=[CH:29][CH:28]=1)[C:23]([O:25][CH3:26])=[O:24].CCN(C(C)C)C(C)C. The catalyst class is: 6. (5) Reactant: [CH:1]1([CH2:7][C:8]([NH:10][CH:11]([C:13]2[N:18]=[N:17][C:16]([NH:19][C:20]3[CH:25]=[CH:24][C:23]([O:26][CH3:27])=[CH:22][CH:21]=3)=[N:15][CH:14]=2)[CH3:12])=O)[CH2:6][CH2:5][CH2:4][CH2:3][CH2:2]1.N1C=NC=N1.P(Cl)(Cl)(Cl)=O. Product: [CH:1]1([CH2:7][C:8]2[N:18]3[C:13]([CH:14]=[N:15][C:16]([NH:19][C:20]4[CH:25]=[CH:24][C:23]([O:26][CH3:27])=[CH:22][CH:21]=4)=[N:17]3)=[C:11]([CH3:12])[N:10]=2)[CH2:6][CH2:5][CH2:4][CH2:3][CH2:2]1. The catalyst class is: 17. (6) Reactant: [CH:1]1([S:6][C:7]2[C:12]([CH2:13]O)=[CH:11][CH:10]=[CH:9][N:8]=2)[CH2:5][CH2:4][CH2:3][CH2:2]1.O=S(Cl)[Cl:17]. Product: [Cl:17][CH2:13][C:12]1[C:7]([S:6][CH:1]2[CH2:5][CH2:4][CH2:3][CH2:2]2)=[N:8][CH:9]=[CH:10][CH:11]=1. The catalyst class is: 23.